Dataset: Forward reaction prediction with 1.9M reactions from USPTO patents (1976-2016). Task: Predict the product of the given reaction. The product is: [C:11]([C:3]1[C:2]([NH:1][C:22]([C:19]2[S:20][CH:21]=[C:17]([CH:14]([CH3:16])[CH3:15])[N:18]=2)=[O:23])=[C:7]([CH3:8])[C:6]([O:9][CH3:10])=[CH:5][CH:4]=1)(=[O:13])[CH3:12]. Given the reactants [NH2:1][C:2]1[C:7]([CH3:8])=[C:6]([O:9][CH3:10])[CH:5]=[CH:4][C:3]=1[C:11](=[O:13])[CH3:12].[CH:14]([C:17]1[N:18]=[C:19]([C:22](Cl)=[O:23])[S:20][CH:21]=1)([CH3:16])[CH3:15].C(C1C=CC(OC)=CC=1NC(C1SC=C(C(C)C)N=1)=O)(=O)C, predict the reaction product.